This data is from Full USPTO retrosynthesis dataset with 1.9M reactions from patents (1976-2016). The task is: Predict the reactants needed to synthesize the given product. Given the product [CH3:1][N:2]1[C:6]([C:7]([CH:8]2[CH2:11][N:10]([C:12]([O:14][C:15]([CH3:17])([CH3:16])[CH3:18])=[O:13])[CH2:9]2)=[O:19])=[CH:5][N:4]=[C:3]1[CH3:20], predict the reactants needed to synthesize it. The reactants are: [CH3:1][N:2]1[C:6]([CH:7]([OH:19])[CH:8]2[CH2:11][N:10]([C:12]([O:14][C:15]([CH3:18])([CH3:17])[CH3:16])=[O:13])[CH2:9]2)=[CH:5][N:4]=[C:3]1[CH3:20].